Task: Binary Classification. Given a miRNA mature sequence and a target amino acid sequence, predict their likelihood of interaction.. Dataset: Experimentally validated miRNA-target interactions with 360,000+ pairs, plus equal number of negative samples (1) The miRNA is hsa-miR-4421 with sequence ACCUGUCUGUGGAAAGGAGCUA. The protein sequence of the target gene is MRKTNMWFLERLRGSGENGAARGVGSEAGDKASKGPLYSNVLTPDKIPDFFIPPKLPSGPAEGEGQAALGPSTSEQNLASAAPRQTPRSPRLPAKLAAESKSLLKAATRHVIQIESAEDWLSEEATDADPQAQGAMSLPSVPKAQTSYGFAMLAESPHTRRKESLFHSEHGALAQVGSPGAGRRRAAAKANGGDGGPREAGGALMSPGRYFSGGESDTGSSAESSPFGSPLLSRSVSLLKGFAQDSQAKVSQLRHSVGRHGSLSADDSTPDASPGSRRRLTRRAPPEPGPESGQARGEHT.... Result: 0 (no interaction). (2) The miRNA is hsa-miR-1914-3p with sequence GGAGGGGUCCCGCACUGGGAGG. The protein sequence of the target gene is MDVAESPERDPHSPEDEEQPQGLSDDDILRDSGSDQDLDGAGVRASDLEDEESAARGPSQEEEDNHSDEEDRASEPKSQDQDSEVNELSRGPTSSPCEEEGDEGEEDRTSDLRDEASSVTRELDEHELDYDEEVPEEPAPAVQEDEAEKAGAEDDEEKGEGTPREEGKAGVQSVGEKESLEAAKEKKKEDDDGEIDDGEIDDDDLEEGEVKDPSDRKVRPRPTCRFFMKGNCTWGMNCRFIHPGVNDKGNYSLITKADPFPPNGAPPLGPHPLMPANPWGGPVVDEILPPPPPEPPTESA.... Result: 1 (interaction). (3) The miRNA is hsa-miR-3652 with sequence CGGCUGGAGGUGUGAGGA. The protein sequence of the target gene is MGLPRLVCAFLLAACCCCPRVAGVPGEAEQPAPELVEVEVGSTALLKCGLSQSQGNLSHVDWFSVHKEKRTLIFRVRQGQGQSEPGEYEQRLSLQDRGATLALTQVTPQDERIFLCQGKRPRSQEYRIQLRVYKAPEEPNIQVNPLGIPVNSKEPEEVATCVGRNGYPIPQVIWYKNGRPLKEEKNRVHIQSSQTVESSGLYTLQSILKAQLVKEDKDAQFYCELNYRLPSGNHMKESREVTVPVFYPTEKVWLEVEPVGMLKEGDRVEIRCLADGNPPPHFSISKQNPSTREAEEETTN.... Result: 1 (interaction).